From a dataset of Reaction yield outcomes from USPTO patents with 853,638 reactions. Predict the reaction yield, written as a fraction of the theoretical maximum amount of product (1.0 means a 100% yield; for example, 0.34 means a 34% yield). (1) The reactants are [C:1]([NH:8][CH:9]1[CH2:14][CH2:13][NH:12][CH2:11][CH2:10]1)([O:3][C:4]([CH3:7])([CH3:6])[CH3:5])=[O:2].C(N(CC)CC)C.Cl[C:23]([O:25][CH2:26][C:27]1[CH:32]=[CH:31][CH:30]=[CH:29][CH:28]=1)=[O:24].Cl. The catalyst is C(Cl)Cl. The product is [C:4]([O:3][C:1]([NH:8][CH:9]1[CH2:14][CH2:13][N:12]([C:23]([O:25][CH2:26][C:27]2[CH:32]=[CH:31][CH:30]=[CH:29][CH:28]=2)=[O:24])[CH2:11][CH2:10]1)=[O:2])([CH3:7])([CH3:6])[CH3:5]. The yield is 0.870. (2) The reactants are [N+:1]([C:4]1[CH:5]=[C:6]([OH:13])[CH:7]=[CH:8][C:9]=1[N+:10]([O-:12])=[O:11])([O-:3])=[O:2].Br[CH2:15][C:16]([O:18][CH2:19][CH3:20])=[O:17].C(=O)([O-])[O-].[Cs+].[Cs+]. The catalyst is C(#N)C. The product is [N+:1]([C:4]1[CH:5]=[C:6]([CH:7]=[CH:8][C:9]=1[N+:10]([O-:12])=[O:11])[O:13][CH2:15][C:16]([O:18][CH2:19][CH3:20])=[O:17])([O-:3])=[O:2]. The yield is 0.800. (3) The reactants are [CH2:1]([N:3]([CH2:26][CH3:27])[C:4]([CH:6]1[C:18]2[C:17]3[C:12](=[CH:13][CH:14]=[CH:15][CH:16]=3)[N:11]([CH2:19][CH2:20][OH:21])[C:10]=2[C:9]2[CH:22]=[CH:23][CH:24]=[CH:25][C:8]=2[S:7]1)=[O:5])[CH3:2].[C:28]1(C)[C:29]([S:34](Cl)(=[O:36])=[O:35])=[CH:30][CH:31]=[CH:32][CH:33]=1.N1C=CC=C[CH:40]=1. The catalyst is ClCCl. The product is [CH2:26]([N:3]([CH2:1][CH3:2])[C:4]([CH:6]1[C:18]2[C:17]3[C:12](=[CH:13][CH:14]=[CH:15][CH:16]=3)[N:11]([CH2:19][CH2:20][O:21][S:34]([C:29]3[CH:28]=[CH:33][C:32]([CH3:40])=[CH:31][CH:30]=3)(=[O:35])=[O:36])[C:10]=2[C:9]2[CH:22]=[CH:23][CH:24]=[CH:25][C:8]=2[S:7]1)=[O:5])[CH3:27]. The yield is 0.480. (4) The reactants are [NH2:1][C:2]1[C:7]([O:8][CH2:9][C:10]([F:13])([F:12])[F:11])=[CH:6][C:5]([CH:14]([CH2:20][CH:21]2[CH2:23][CH2:22]2)[C:15]([O:17][CH2:18][CH3:19])=[O:16])=[CH:4][C:3]=1Br.[F:25][C:26]([F:37])([F:36])[C:27]1[CH:32]=[CH:31][C:30](B(O)O)=[CH:29][CH:28]=1.[F-].[Cs+].CCOC(C)=O. The catalyst is COCCOC.C1C=CC([P]([Pd]([P](C2C=CC=CC=2)(C2C=CC=CC=2)C2C=CC=CC=2)([P](C2C=CC=CC=2)(C2C=CC=CC=2)C2C=CC=CC=2)[P](C2C=CC=CC=2)(C2C=CC=CC=2)C2C=CC=CC=2)(C2C=CC=CC=2)C2C=CC=CC=2)=CC=1.O. The product is [NH2:1][C:2]1[C:3]([C:30]2[CH:31]=[CH:32][C:27]([C:26]([F:37])([F:36])[F:25])=[CH:28][CH:29]=2)=[CH:4][C:5]([CH:14]([CH2:20][CH:21]2[CH2:23][CH2:22]2)[C:15]([O:17][CH2:18][CH3:19])=[O:16])=[CH:6][C:7]=1[O:8][CH2:9][C:10]([F:13])([F:12])[F:11]. The yield is 0.820. (5) The reactants are C(N(CC)CC)C.[CH3:8][N:9]1[C:14](=[O:15])[CH2:13][C:12]2[CH:16]=[C:17]3[C:22](=[CH:23][C:11]=2[S:10]1(=O)=O)[CH2:21][CH2:20][CH2:19][CH2:18]3.FC1C=CC(N=C=O)=CC=1. The catalyst is CS(C)=O. The product is [CH3:8][N:9]1[C:14](=[O:15])[CH2:13][C:12]2[CH:16]=[C:17]3[C:22](=[CH:23][C:11]=2[S:10]1)[CH2:21][CH2:20][CH2:19][CH2:18]3. The yield is 0.560. (6) The reactants are Cl[CH2:2][CH2:3][CH2:4][CH2:5][C:6]1([C:10]([O:12][CH2:13][CH3:14])=[O:11])[CH2:9][CH2:8][CH2:7]1.[Na+].[I-:16]. No catalyst specified. The product is [I:16][CH2:2][CH2:3][CH2:4][CH2:5][C:6]1([C:10]([O:12][CH2:13][CH3:14])=[O:11])[CH2:9][CH2:8][CH2:7]1. The yield is 0.990. (7) The reactants are Cl.[C:2]([CH2:5][O:6][NH2:7])([OH:4])=[O:3].[C:2]([CH2:5][O:6][NH2:7])([OH:4])=[O:3].C(=O)(O)[O-].[Na+].Cl[C:20]([O:22][CH2:23][C:24]1[CH:29]=[CH:28][CH:27]=[CH:26][CH:25]=1)=[O:21]. The catalyst is O.O1CCCC1.C(OCC)C. The product is [CH2:23]([O:22][C:20]([NH:7][O:6][CH2:5][C:2]([OH:4])=[O:3])=[O:21])[C:24]1[CH:29]=[CH:28][CH:27]=[CH:26][CH:25]=1. The yield is 0.740. (8) The reactants are [F:1][C:2]1[CH:29]=[CH:28][C:5]([CH2:6][N:7]([CH:22]2[CH2:27][CH2:26][NH:25][CH2:24][CH2:23]2)[C:8](=[O:21])[CH2:9][C:10]2[CH:15]=[CH:14][C:13]([O:16][CH2:17][CH:18]([CH3:20])[CH3:19])=[CH:12][CH:11]=2)=[CH:4][CH:3]=1.[NH:30]1[CH2:34][CH2:33][CH2:32][C:31]1=[O:35].Br[CH2:37][CH2:38][CH2:39][Cl:40]. No catalyst specified. The product is [ClH:40].[F:1][C:2]1[CH:29]=[CH:28][C:5]([CH2:6][N:7]([CH:22]2[CH2:27][CH2:26][N:25]([CH2:37][CH2:38][CH2:39][N:30]3[CH2:34][CH2:33][CH2:32][C:31]3=[O:35])[CH2:24][CH2:23]2)[C:8](=[O:21])[CH2:9][C:10]2[CH:11]=[CH:12][C:13]([O:16][CH2:17][CH:18]([CH3:20])[CH3:19])=[CH:14][CH:15]=2)=[CH:4][CH:3]=1. The yield is 0.110. (9) The reactants are [OH:1][CH2:2][CH2:3][CH2:4][C:5]1[CH:10]=[CH:9][C:8]([C@@H:11]2[CH2:20][CH2:19][C@@:13]3([NH:17][C:16](=[O:18])[O:15][CH2:14]3)[CH2:12]2)=[CH:7][CH:6]=1.C1(P(C2C=CC=CC=2)C2C=CC=CC=2)C=CC=CC=1.[CH3:40][O:41][C:42]1[CH:43]=[C:44](O)[CH:45]=[CH:46][CH:47]=1.CC(OC(/N=N/C(OC(C)(C)C)=O)=O)(C)C. The catalyst is C1COCC1. The product is [CH3:40][O:41][C:42]1[CH:47]=[C:46]([CH:45]=[CH:44][CH:43]=1)[O:1][CH2:2][CH2:3][CH2:4][C:5]1[CH:6]=[CH:7][C:8]([C@@H:11]2[CH2:20][CH2:19][C@@:13]3([NH:17][C:16](=[O:18])[O:15][CH2:14]3)[CH2:12]2)=[CH:9][CH:10]=1. The yield is 0.708.